Task: Predict the reactants needed to synthesize the given product.. Dataset: Full USPTO retrosynthesis dataset with 1.9M reactions from patents (1976-2016) Given the product [Cl:1][C:2]1[CH:9]=[CH:8][CH:7]=[C:6]([N:16]2[CH2:17][CH2:18][N:13]([CH2:11][CH3:12])[CH2:14][CH2:15]2)[C:3]=1[CH:4]=[O:5], predict the reactants needed to synthesize it. The reactants are: [Cl:1][C:2]1[CH:9]=[CH:8][CH:7]=[C:6](F)[C:3]=1[CH:4]=[O:5].[CH2:11]([N:13]1[CH2:18][CH2:17][NH:16][CH2:15][CH2:14]1)[CH3:12].C(=O)([O-])[O-].[K+].[K+].